This data is from Full USPTO retrosynthesis dataset with 1.9M reactions from patents (1976-2016). The task is: Predict the reactants needed to synthesize the given product. Given the product [Br:6][C:7]1[CH:8]=[C:9]2[C:13](=[CH:14][CH:15]=1)[NH:12][C:11]([C:25]([O:27][CH2:28][CH3:29])=[O:26])=[C:10]2[S:30]([N:1]1[CH2:5][CH2:4][CH2:3][CH2:2]1)(=[O:31])=[O:32], predict the reactants needed to synthesize it. The reactants are: [NH:1]1[CH2:5][CH2:4][CH2:3][CH2:2]1.[Br:6][C:7]1[CH:8]=[C:9]2[C:13](=[CH:14][CH:15]=1)[N:12](S(C1C=CC=CC=1)(=O)=O)[C:11]([C:25]([O:27][CH2:28][CH3:29])=[O:26])=[C:10]2[S:30](Cl)(=[O:32])=[O:31].N1C=CC=CC=1.